Predict which catalyst facilitates the given reaction. From a dataset of Catalyst prediction with 721,799 reactions and 888 catalyst types from USPTO. Reactant: O.NN.C1(=O)[N:8]([CH2:9][CH2:10][CH2:11][P:12](=[O:19])([O:16][CH2:17][CH3:18])[O:13][CH2:14][CH3:15])C(=O)C2=CC=CC=C12. Product: [NH2:8][CH2:9][CH2:10][CH2:11][P:12](=[O:19])([O:13][CH2:14][CH3:15])[O:16][CH2:17][CH3:18]. The catalyst class is: 8.